Dataset: Peptide-MHC class I binding affinity with 185,985 pairs from IEDB/IMGT. Task: Regression. Given a peptide amino acid sequence and an MHC pseudo amino acid sequence, predict their binding affinity value. This is MHC class I binding data. (1) The peptide sequence is GVIHTNHSDI. The MHC is HLA-A68:02 with pseudo-sequence HLA-A68:02. The binding affinity (normalized) is 0.334. (2) The peptide sequence is SQIITLTAF. The binding affinity (normalized) is 0.0192. The MHC is HLA-B08:01 with pseudo-sequence HLA-B08:01. (3) The peptide sequence is SIPITAAAWY. The MHC is HLA-A30:02 with pseudo-sequence HLA-A30:02. The binding affinity (normalized) is 0.611. (4) The peptide sequence is SEFSSLPSYA. The MHC is HLA-B45:01 with pseudo-sequence HLA-B45:01. The binding affinity (normalized) is 0.702. (5) The peptide sequence is LPQYFTFDL. The MHC is HLA-A02:12 with pseudo-sequence HLA-A02:12. The binding affinity (normalized) is 0.0847.